From a dataset of Reaction yield outcomes from USPTO patents with 853,638 reactions. Predict the reaction yield, written as a fraction of the theoretical maximum amount of product (1.0 means a 100% yield; for example, 0.34 means a 34% yield). The reactants are Cl.C(O[C:7]([N:9](C)[C:10]1[N:15]=[C:14]([CH2:16][O:17][C:18]2[CH:40]=[CH:39][C:21]([CH2:22][C@@H:23]([C:35]([O:37]C)=[O:36])[NH:24][C:25](=[O:34])[C:26]3[C:31]([Cl:32])=[CH:30][CH:29]=[CH:28][C:27]=3[Cl:33])=[CH:20][CH:19]=2)[CH:13]=[CH:12][CH:11]=1)=O)(C)(C)C. The catalyst is O1CCOCC1.CO. The product is [Cl:33][C:27]1[CH:28]=[CH:29][CH:30]=[C:31]([Cl:32])[C:26]=1[C:25]([NH:24][C@H:23]([C:35]([OH:37])=[O:36])[CH2:22][C:21]1[CH:39]=[CH:40][C:18]([O:17][CH2:16][C:14]2[CH:13]=[CH:12][CH:11]=[C:10]([NH:9][CH3:7])[N:15]=2)=[CH:19][CH:20]=1)=[O:34]. The yield is 0.550.